Dataset: NCI-60 drug combinations with 297,098 pairs across 59 cell lines. Task: Regression. Given two drug SMILES strings and cell line genomic features, predict the synergy score measuring deviation from expected non-interaction effect. (1) Drug 1: C1CCN(CC1)CCOC2=CC=C(C=C2)C(=O)C3=C(SC4=C3C=CC(=C4)O)C5=CC=C(C=C5)O. Drug 2: C1CCC(C(C1)N)N.C(=O)(C(=O)[O-])[O-].[Pt+4]. Cell line: HOP-62. Synergy scores: CSS=8.80, Synergy_ZIP=0.549, Synergy_Bliss=7.00, Synergy_Loewe=1.11, Synergy_HSA=1.98. (2) Drug 2: C1=CC(=CC=C1CCCC(=O)O)N(CCCl)CCCl. Cell line: COLO 205. Synergy scores: CSS=29.8, Synergy_ZIP=-2.09, Synergy_Bliss=-0.932, Synergy_Loewe=-7.67, Synergy_HSA=-6.91. Drug 1: CN1CCC(CC1)COC2=C(C=C3C(=C2)N=CN=C3NC4=C(C=C(C=C4)Br)F)OC. (3) Drug 1: CN(C)N=NC1=C(NC=N1)C(=O)N. Drug 2: C1=NC2=C(N=C(N=C2N1C3C(C(C(O3)CO)O)F)Cl)N. Cell line: SF-295. Synergy scores: CSS=13.8, Synergy_ZIP=-3.42, Synergy_Bliss=1.54, Synergy_Loewe=1.91, Synergy_HSA=1.91. (4) Drug 1: C1=NC2=C(N1)C(=S)N=C(N2)N. Drug 2: CC1=C(C=C(C=C1)C(=O)NC2=CC(=CC(=C2)C(F)(F)F)N3C=C(N=C3)C)NC4=NC=CC(=N4)C5=CN=CC=C5. Cell line: NCIH23. Synergy scores: CSS=44.8, Synergy_ZIP=-2.64, Synergy_Bliss=-0.484, Synergy_Loewe=-3.35, Synergy_HSA=-1.31. (5) Drug 1: C1CC(=O)NC(=O)C1N2CC3=C(C2=O)C=CC=C3N. Drug 2: C1=NC2=C(N1)C(=S)N=C(N2)N. Cell line: DU-145. Synergy scores: CSS=34.1, Synergy_ZIP=-0.699, Synergy_Bliss=-1.71, Synergy_Loewe=-20.0, Synergy_HSA=-0.321. (6) Drug 1: CCCS(=O)(=O)NC1=C(C(=C(C=C1)F)C(=O)C2=CNC3=C2C=C(C=N3)C4=CC=C(C=C4)Cl)F. Drug 2: CC12CCC(CC1=CCC3C2CCC4(C3CC=C4C5=CN=CC=C5)C)O. Cell line: OVCAR3. Synergy scores: CSS=16.3, Synergy_ZIP=0.847, Synergy_Bliss=9.89, Synergy_Loewe=6.22, Synergy_HSA=7.83. (7) Drug 1: C1=C(C(=O)NC(=O)N1)F. Drug 2: CNC(=O)C1=NC=CC(=C1)OC2=CC=C(C=C2)NC(=O)NC3=CC(=C(C=C3)Cl)C(F)(F)F. Cell line: T-47D. Synergy scores: CSS=39.0, Synergy_ZIP=-2.89, Synergy_Bliss=-2.02, Synergy_Loewe=0.892, Synergy_HSA=3.10.